From a dataset of Full USPTO retrosynthesis dataset with 1.9M reactions from patents (1976-2016). Predict the reactants needed to synthesize the given product. (1) Given the product [C:20]1([CH:19]([C:26]2[CH:27]=[CH:28][CH:29]=[CH:30][CH:31]=2)[N:11]2[C:12]3[CH:13]=[C:5]4[O:4][CH2:3][CH2:2][O:1][C:6]4=[CH:7][C:8]=3[C:9](=[O:15])[C:10]2=[O:14])[CH:25]=[CH:24][CH:23]=[CH:22][CH:21]=1, predict the reactants needed to synthesize it. The reactants are: [O:1]1[C:6]2=[CH:7][C:8]3[C:9](=[O:15])[C:10](=[O:14])[NH:11][C:12]=3[CH:13]=[C:5]2[O:4][CH2:3][CH2:2]1.[H-].[Na+].Br[CH:19]([C:26]1[CH:31]=[CH:30][CH:29]=[CH:28][CH:27]=1)[C:20]1[CH:25]=[CH:24][CH:23]=[CH:22][CH:21]=1. (2) Given the product [F:1][C:2]1[CH:3]=[C:4]([N:8]2[C:12]([C:13]([OH:15])=[O:14])=[CH:11][C:10]([CH:18]([CH3:20])[CH3:19])=[N:9]2)[CH:5]=[CH:6][CH:7]=1, predict the reactants needed to synthesize it. The reactants are: [F:1][C:2]1[CH:3]=[C:4]([N:8]2[C:12]([C:13]([O:15]CC)=[O:14])=[CH:11][C:10]([CH:18]([CH3:20])[CH3:19])=[N:9]2)[CH:5]=[CH:6][CH:7]=1.O.[OH-].[Li+].C1COCC1.C(O)C.